This data is from Full USPTO retrosynthesis dataset with 1.9M reactions from patents (1976-2016). The task is: Predict the reactants needed to synthesize the given product. (1) Given the product [F:34][C:33]([F:36])([F:35])[S:30]([O:22][C:19]1[CH2:20][CH2:21][CH:16]([CH:14]([CH3:15])[CH3:13])[CH2:17][CH:18]=1)(=[O:32])=[O:31], predict the reactants needed to synthesize it. The reactants are: C([Li])CCC.C(NC(C)C)(C)C.[CH3:13][CH:14]([CH:16]1[CH2:21][CH2:20][C:19](=[O:22])[CH2:18][CH2:17]1)[CH3:15].C1C=CC(N([S:30]([C:33]([F:36])([F:35])[F:34])(=[O:32])=[O:31])[S:30]([C:33]([F:36])([F:35])[F:34])(=[O:32])=[O:31])=CC=1. (2) The reactants are: [CH3:1][O:2][C:3]1[CH:4]=[C:5]([CH:8]=[C:9]([O:11][CH3:12])[CH:10]=1)[CH:6]=O.C(O[CH2:18][C:19]([C:21]1[CH:26]=[CH:25][CH:24]=[CH:23][CH:22]=1)=[O:20])CCC. Given the product [CH3:1][O:2][C:3]1[CH:4]=[C:5]([CH:6]=[CH:18][C:19]([C:21]2[CH:22]=[CH:23][CH:24]=[CH:25][C:26]=2[O:2][CH2:3][CH2:10][CH2:9][CH3:8])=[O:20])[CH:8]=[C:9]([O:11][CH3:12])[CH:10]=1, predict the reactants needed to synthesize it.